This data is from Catalyst prediction with 721,799 reactions and 888 catalyst types from USPTO. The task is: Predict which catalyst facilitates the given reaction. (1) Reactant: [Br:1][C:2]1[CH:18]=[CH:17][C:5]([CH2:6][O:7][CH2:8][CH2:9][CH2:10][CH2:11][CH2:12][CH2:13][CH2:14][CH2:15][OH:16])=[CH:4][CH:3]=1.[H][H].[CH2:21]([C:23]1([CH2:27]Cl)[CH2:26][O:25][CH2:24]1)[CH3:22].[I-].[K+]. Product: [Br:1][C:2]1[CH:3]=[CH:4][C:5]([CH2:6][O:7][CH2:8][CH2:9][CH2:10][CH2:11][CH2:12][CH2:13][CH2:14][CH2:15][O:16][CH2:27][C:23]2([CH2:21][CH3:22])[CH2:26][O:25][CH2:24]2)=[CH:17][CH:18]=1. The catalyst class is: 483. (2) Reactant: [OH:1][C@H:2]1[C:6]2[N:7]=[CH:8][N:9]=[C:10]([N:11]3[CH2:16][CH2:15][N:14](C(OC(C)(C)C)=O)[CH2:13][CH2:12]3)[C:5]=2[C@H:4]([CH3:24])[CH2:3]1.[ClH:25]. Product: [ClH:25].[ClH:25].[CH3:24][C@H:4]1[C:5]2[C:10]([N:11]3[CH2:12][CH2:13][NH:14][CH2:15][CH2:16]3)=[N:9][CH:8]=[N:7][C:6]=2[C@H:2]([OH:1])[CH2:3]1. The catalyst class is: 2.